This data is from Peptide-MHC class I binding affinity with 185,985 pairs from IEDB/IMGT. The task is: Regression. Given a peptide amino acid sequence and an MHC pseudo amino acid sequence, predict their binding affinity value. This is MHC class I binding data. (1) The peptide sequence is GETALALLL. The MHC is Patr-B2401 with pseudo-sequence Patr-B2401. The binding affinity (normalized) is 0.205. (2) The peptide sequence is INPGHADL. The MHC is Mamu-A01 with pseudo-sequence Mamu-A01. The binding affinity (normalized) is 0.200. (3) The peptide sequence is RRARSLSAERY. The MHC is HLA-A26:01 with pseudo-sequence HLA-A26:01. The binding affinity (normalized) is 0. (4) The peptide sequence is KVFSFWLLCK. The MHC is HLA-B53:01 with pseudo-sequence HLA-B53:01. The binding affinity (normalized) is 0.283. (5) The peptide sequence is RRLLKFRVE. The MHC is HLA-A32:01 with pseudo-sequence HLA-A32:01. The binding affinity (normalized) is 0.0331.